Dataset: Forward reaction prediction with 1.9M reactions from USPTO patents (1976-2016). Task: Predict the product of the given reaction. (1) Given the reactants [CH3:1][C:2]1[CH:3]=[C:4](/[CH:9]=[CH:10]/[C:11]2[CH:19]=[CH:18][C:14]([C:15]([OH:17])=[O:16])=[C:13]([NH:20][C:21]3[CH:26]=[CH:25][C:24]([F:27])=[CH:23][CH:22]=3)[CH:12]=2)[CH:5]=[CH:6][C:7]=1[CH3:8].C(OCC)(=O)C, predict the reaction product. The product is: [CH3:1][C:2]1[CH:3]=[C:4]([CH2:9][CH2:10][C:11]2[CH:19]=[CH:18][C:14]([C:15]([OH:17])=[O:16])=[C:13]([NH:20][C:21]3[CH:26]=[CH:25][C:24]([F:27])=[CH:23][CH:22]=3)[CH:12]=2)[CH:5]=[CH:6][C:7]=1[CH3:8]. (2) Given the reactants [CH3:1][O:2][C:3](=[O:15])[CH2:4][O:5][C:6]1[CH:11]=[CH:10][C:9]([C:12]#[N:13])=[C:8]([F:14])[CH:7]=1.C(OC(=O)C(OC1C=CC(C#N)=C(F)C=1)C)(C)(C)C, predict the reaction product. The product is: [CH3:1][O:2][C:3](=[O:15])[CH2:4][O:5][C:6]1[CH:11]=[CH:10][C:9]([CH2:12][NH2:13])=[C:8]([F:14])[CH:7]=1.